This data is from Peptide-MHC class I binding affinity with 185,985 pairs from IEDB/IMGT. The task is: Regression. Given a peptide amino acid sequence and an MHC pseudo amino acid sequence, predict their binding affinity value. This is MHC class I binding data. (1) The peptide sequence is HLDFWHHEV. The MHC is HLA-A02:01 with pseudo-sequence HLA-A02:01. The binding affinity (normalized) is 0.723. (2) The peptide sequence is ESLLKETIQK. The MHC is HLA-A31:01 with pseudo-sequence HLA-A31:01. The binding affinity (normalized) is 0.123.